Dataset: Full USPTO retrosynthesis dataset with 1.9M reactions from patents (1976-2016). Task: Predict the reactants needed to synthesize the given product. Given the product [Br:19][C:7]1[CH:8]=[C:3]([C:2]([F:1])([F:10])[F:11])[C:4](=[O:9])[NH:5][CH:6]=1, predict the reactants needed to synthesize it. The reactants are: [F:1][C:2]([F:11])([F:10])[C:3]1[C:4](=[O:9])[NH:5][CH:6]=[CH:7][CH:8]=1.C1C(=O)N([Br:19])C(=O)C1.